Dataset: Full USPTO retrosynthesis dataset with 1.9M reactions from patents (1976-2016). Task: Predict the reactants needed to synthesize the given product. (1) Given the product [C:38]([O:37][C:35]([CH2:34][CH2:33][CH2:32][CH2:31][CH2:30][CH2:29][CH2:28][CH2:27][CH2:26][CH2:25][CH2:24][CH2:23][CH2:22][CH2:21][C:20]([NH:1][CH2:2][C:3]1[CH:4]=[CH:5][C:6]([C:7]([OH:9])=[O:8])=[CH:10][CH:11]=1)=[O:19])=[O:36])([CH3:41])([CH3:40])[CH3:39], predict the reactants needed to synthesize it. The reactants are: [NH2:1][CH2:2][C:3]1[CH:11]=[CH:10][C:6]([C:7]([OH:9])=[O:8])=[CH:5][CH:4]=1.O=C1CCC(=O)N1[O:19][C:20](=O)[CH2:21][CH2:22][CH2:23][CH2:24][CH2:25][CH2:26][CH2:27][CH2:28][CH2:29][CH2:30][CH2:31][CH2:32][CH2:33][CH2:34][C:35]([O:37][C:38]([CH3:41])([CH3:40])[CH3:39])=[O:36].O. (2) Given the product [CH3:65][O:64][C:62](=[O:63])[C@@H:58]([NH:57][C:19](=[O:20])[C:18]1[CH:17]=[CH:16][C:15]([S:14][C:11]2[CH:10]=[CH:9][C:8]([CH2:7][N:1]3[CH2:2][CH2:3][O:4][CH2:5][CH2:6]3)=[CH:13][CH:12]=2)=[CH:23][CH:22]=1)[C@H:59]([OH:60])[CH3:61], predict the reactants needed to synthesize it. The reactants are: [N:1]1([CH2:7][C:8]2[CH:13]=[CH:12][C:11]([S:14][C:15]3[CH:23]=[CH:22][C:18]([C:19](O)=[O:20])=[CH:17][CH:16]=3)=[CH:10][CH:9]=2)[CH2:6][CH2:5][O:4][CH2:3][CH2:2]1.CN(C(ON1N=NC2C=CC=NC1=2)=[N+](C)C)C.F[P-](F)(F)(F)(F)F.CCN(C(C)C)C(C)C.[NH2:57][C@H:58]([C:62]([O:64][CH3:65])=[O:63])[C@@H:59]([CH3:61])[OH:60].Cl. (3) Given the product [Si:21]([O:20][CH2:19][CH2:18][N:1]1[C:9]2[C:4](=[CH:5][CH:6]=[CH:7][CH:8]=2)[C:3]([CH2:10][CH2:11][C:12]([OH:14])=[O:13])=[CH:2]1)([C:24]([CH3:27])([CH3:26])[CH3:25])([CH3:23])[CH3:22], predict the reactants needed to synthesize it. The reactants are: [NH:1]1[C:9]2[C:4](=[CH:5][CH:6]=[CH:7][CH:8]=2)[C:3]([CH2:10][CH2:11][C:12]([OH:14])=[O:13])=[CH:2]1.[H-].[Na+].Br[CH2:18][CH2:19][O:20][Si:21]([C:24]([CH3:27])([CH3:26])[CH3:25])([CH3:23])[CH3:22].S([O-])([O-])(=O)=O.[Na+].[Na+]. (4) Given the product [Cl:1][C:2]1[CH:3]=[CH:4][C:5]([NH:8][C:9]([C:11]2[O:12][C:13]3[CH:30]=[CH:29][CH:28]=[CH:27][C:14]=3[C:15]=2[NH:16][C:17](=[O:26])[CH2:18][CH2:19][CH2:20][CH2:21][C:22]([OH:24])=[O:23])=[O:10])=[N:6][CH:7]=1, predict the reactants needed to synthesize it. The reactants are: [Cl:1][C:2]1[CH:3]=[CH:4][C:5]([NH:8][C:9]([C:11]2[O:12][C:13]3[CH:30]=[CH:29][CH:28]=[CH:27][C:14]=3[C:15]=2[NH:16][C:17](=[O:26])[CH2:18][CH2:19][CH2:20][CH2:21][C:22]([O:24]C)=[O:23])=[O:10])=[N:6][CH:7]=1.[OH-].[Na+].Cl. (5) The reactants are: Cl[C:2]1[CH:3]=[C:4]([CH:17]=[CH:18][CH:19]=1)[CH2:5][S:6][C:7]1[CH:8]=[C:9]([O:15][CH3:16])[C:10]([O:13][CH3:14])=[N:11][CH:12]=1.BrCC1C=CC=CC=1[Cl:28]. Given the product [Cl:28][C:17]1[CH:18]=[CH:19][CH:2]=[CH:3][C:4]=1[CH2:5][S:6][C:7]1[CH:8]=[C:9]([O:15][CH3:16])[C:10]([O:13][CH3:14])=[N:11][CH:12]=1, predict the reactants needed to synthesize it. (6) Given the product [Cl:30][C:15]1[CH:14]=[C:13]([NH:12][C:2]2[C:3]3[N:10]([CH3:11])[CH:9]=[CH:8][C:4]=3[N:5]=[CH:6][N:7]=2)[CH:29]=[CH:28][C:16]=1[O:17][C:18]1[CH:19]=[C:20]2[C:24](=[CH:25][CH:26]=1)[C:23](=[O:27])[NH:22][CH2:21]2, predict the reactants needed to synthesize it. The reactants are: Cl[C:2]1[C:3]2[N:10]([CH3:11])[CH:9]=[CH:8][C:4]=2[N:5]=[CH:6][N:7]=1.[NH2:12][C:13]1[CH:29]=[CH:28][C:16]([O:17][C:18]2[CH:19]=[C:20]3[C:24](=[CH:25][CH:26]=2)[C:23](=[O:27])[NH:22][CH2:21]3)=[C:15]([Cl:30])[CH:14]=1.Cl.N1C=CC=CC=1.C(=O)([O-])O.[Na+].